From a dataset of Reaction yield outcomes from USPTO patents with 853,638 reactions. Predict the reaction yield, written as a fraction of the theoretical maximum amount of product (1.0 means a 100% yield; for example, 0.34 means a 34% yield). (1) The reactants are [NH2:1][C:2]1[CH:7]=[CH:6][C:5]([OH:8])=[CH:4][N:3]=1.CC(C)([O-])C.[K+].Cl[C:16]1[CH:21]=[CH:20][N:19]=[C:18]([C:22]([NH:24][CH3:25])=[O:23])[CH:17]=1. The catalyst is CC(N(C)C)=O. The product is [NH2:1][C:2]1[N:3]=[CH:4][C:5]([O:8][C:16]2[CH:21]=[CH:20][N:19]=[C:18]([C:22]([NH:24][CH3:25])=[O:23])[CH:17]=2)=[CH:6][CH:7]=1. The yield is 0.610. (2) The reactants are [C:1]([O:4][C@@H:5]1[C@@H:10]([O:11][C:12](=[O:14])[CH3:13])[C@H:9]([O:15][C:16](=[O:18])[CH3:17])[C@@H:8]([O:19][CH3:20])[O:7][C@H:6]1[C:21]1[CH:26]=[CH:25][C:24]([Cl:27])=[C:23]([CH2:28][C:29]2[CH:34]=[CH:33][C:32]([O:35][CH2:36][CH2:37][O:38][Si](C(C)(C)C)(C)C)=[CH:31][CH:30]=2)[CH:22]=1)(=[O:3])[CH3:2].C(O)(=O)C. The catalyst is C1COCC1.O. The product is [C:1]([O:4][C@@H:5]1[C@@H:10]([O:11][C:12](=[O:14])[CH3:13])[C@H:9]([O:15][C:16](=[O:18])[CH3:17])[C@@H:8]([O:19][CH3:20])[O:7][C@H:6]1[C:21]1[CH:26]=[CH:25][C:24]([Cl:27])=[C:23]([CH2:28][C:29]2[CH:34]=[CH:33][C:32]([O:35][CH2:36][CH2:37][OH:38])=[CH:31][CH:30]=2)[CH:22]=1)(=[O:3])[CH3:2]. The yield is 0.800. (3) The reactants are [CH3:1][O:2][C:3]1[CH:8]=[CH:7][C:6]([N:9]2[CH2:14][CH2:13][N:12]([C:15]3[C:16]([CH3:35])=[C:17]([CH3:34])[C:18]4[O:22][C:21]([CH2:24][N:25]5[CH2:30][CH2:29][C:28](=[O:31])[CH2:27][CH2:26]5)([CH3:23])[CH2:20][C:19]=4[C:32]=3[CH3:33])[CH2:11][CH2:10]2)=[CH:5][CH:4]=1.B.[Na]. The catalyst is C(O)C. The product is [CH3:1][O:2][C:3]1[CH:4]=[CH:5][C:6]([N:9]2[CH2:10][CH2:11][N:12]([C:15]3[C:16]([CH3:35])=[C:17]([CH3:34])[C:18]4[O:22][C:21]([CH2:24][N:25]5[CH2:30][CH2:29][CH:28]([OH:31])[CH2:27][CH2:26]5)([CH3:23])[CH2:20][C:19]=4[C:32]=3[CH3:33])[CH2:13][CH2:14]2)=[CH:7][CH:8]=1. The yield is 0.500. (4) The catalyst is CN(C=O)C. The reactants are [CH3:1][C:2]1[NH:6][N:5]=[C:4]([NH2:7])[CH:3]=1.CCN(C(C)C)C(C)C.Br[C:18]1[N:23]=[C:22]([C:24]([F:33])([F:32])[C:25]2[CH:30]=[CH:29][C:28]([F:31])=[CH:27][N:26]=2)[N:21]=[C:20]2[N:34]([CH3:37])[N:35]=[CH:36][C:19]=12. The yield is 0.320. The product is [F:33][C:24]([F:32])([C:25]1[CH:30]=[CH:29][C:28]([F:31])=[CH:27][N:26]=1)[C:22]1[N:21]=[C:20]2[N:34]([CH3:37])[N:35]=[CH:36][C:19]2=[C:18]([NH:7][C:4]2[CH:3]=[C:2]([CH3:1])[NH:6][N:5]=2)[N:23]=1. (5) The reactants are [OH-].[K+].[OH:3][C:4]1[CH:13]=[C:12]([O:14]C)[C:11]([CH:16]([CH3:18])[CH3:17])=[CH:10][C:5]=1[C:6]([O:8]C)=[O:7].[CH3:19]O. The catalyst is O. The product is [OH:14][C:12]1[C:11]([CH:16]([CH3:18])[CH3:17])=[CH:10][C:5]([C:6]([OH:8])=[O:7])=[C:4]([O:3][CH3:19])[CH:13]=1. The yield is 0.850. (6) The yield is 0.914. The catalyst is CN(C)C=O.O. The reactants are [H-].[Na+].[N+:3]([C:6]1[CH:11]=[CH:10][C:9]([C:12]2[N:13]=[C:14]([NH:17][CH2:18][C:19]3[CH:28]=[CH:27][C:22]([C:23]([O:25][CH3:26])=[O:24])=[CH:21][CH:20]=3)[S:15][CH:16]=2)=[CH:8][CH:7]=1)([O-:5])=[O:4].CI.[CH:31](OC(C)C)(C)C. The product is [CH3:31][N:17]([CH2:18][C:19]1[CH:20]=[CH:21][C:22]([C:23]([O:25][CH3:26])=[O:24])=[CH:27][CH:28]=1)[C:14]1[S:15][CH:16]=[C:12]([C:9]2[CH:8]=[CH:7][C:6]([N+:3]([O-:5])=[O:4])=[CH:11][CH:10]=2)[N:13]=1.